Dataset: Full USPTO retrosynthesis dataset with 1.9M reactions from patents (1976-2016). Task: Predict the reactants needed to synthesize the given product. (1) Given the product [O:15]=[C:14]1[C:8]2=[CH:7][C:6]3[CH:5]=[C:4]([C:16]#[N:17])[CH:3]=[C:2]([C:24]4[CH:23]=[CH:22][CH:21]=[C:20]([C:19]([F:30])([F:29])[F:18])[CH:25]=4)[C:10]=3[N:9]2[CH2:11][CH2:12][NH:13]1, predict the reactants needed to synthesize it. The reactants are: Br[C:2]1[C:10]2[N:9]3[CH2:11][CH2:12][NH:13][C:14](=[O:15])[C:8]3=[CH:7][C:6]=2[CH:5]=[C:4]([C:16]#[N:17])[CH:3]=1.[F:18][C:19]([F:30])([F:29])[C:20]1[CH:21]=[C:22](B(O)O)[CH:23]=[CH:24][CH:25]=1. (2) Given the product [Cl:1][C:2]1[C:7]2[C:8](=[O:9])[CH:21]([C:22]([O:24][CH2:25][CH3:26])=[O:23])[CH2:20][N:13]([C:14]3[CH:15]=[CH:16][CH:17]=[CH:18][CH:19]=3)[C:6]=2[N:5]=[C:4]([S:27][CH3:28])[N:3]=1, predict the reactants needed to synthesize it. The reactants are: [Cl:1][C:2]1[C:7]([C:8](OCC)=[O:9])=[C:6]([N:13]([CH2:20][CH2:21][C:22]([O:24][CH2:25][CH3:26])=[O:23])[C:14]2[CH:19]=[CH:18][CH:17]=[CH:16][CH:15]=2)[N:5]=[C:4]([S:27][CH3:28])[N:3]=1.[Li+].CC([N-]C(C)C)C.O. (3) Given the product [NH2:31][C:24]1[CH:23]=[C:22]2[C:21]([CH2:10][C:9](=[O:8])[NH:34]2)=[C:26]([C:27]([F:30])([F:29])[F:28])[CH:25]=1, predict the reactants needed to synthesize it. The reactants are: C([O:8][C:9](=O)[CH:10]([C:21]1[C:26]([C:27]([F:30])([F:29])[F:28])=[CH:25][C:24]([N+:31]([O-])=O)=[CH:23][C:22]=1[N+:34]([O-])=O)C(OCC1C=CC=CC=1)=O)C1C=CC=CC=1. (4) Given the product [NH2:8][C@@H:9]1[CH2:10][CH2:11][C@@H:12]([C:17]2[CH:22]=[CH:21][CH:20]=[C:19]([F:23])[C:18]=2[F:24])[CH2:13][NH:14][C:25]1=[O:27], predict the reactants needed to synthesize it. The reactants are: C(OC([N:8](C(OC(C)(C)C)=O)[C@@H:9]([C:25]([O:27]CC1C=CC=CC=1)=O)[CH2:10][CH2:11][C@@H:12]([C:17]1[CH:22]=[CH:21][CH:20]=[C:19]([F:23])[C:18]=1[F:24])[CH2:13][N+:14]([O-])=O)=O)(C)(C)C. (5) Given the product [Cl:20][C:21]1[CH:22]=[C:23]([CH:24]=[CH:25][CH:26]=1)[NH:27][C:28]([O:1][CH2:2][CH2:3][C:4]1[CH:5]=[C:6]([CH:17]=[CH:18][CH:19]=1)[CH2:7][CH:8]([C:9]([O:11][CH3:12])=[O:10])[C:13]([O:15][CH3:16])=[O:14])=[O:29], predict the reactants needed to synthesize it. The reactants are: [OH:1][CH2:2][CH2:3][C:4]1[CH:5]=[C:6]([CH:17]=[CH:18][CH:19]=1)[CH2:7][CH:8]([C:13]([O:15][CH3:16])=[O:14])[C:9]([O:11][CH3:12])=[O:10].[Cl:20][C:21]1[CH:22]=[C:23]([N:27]=[C:28]=[O:29])[CH:24]=[CH:25][CH:26]=1. (6) Given the product [Cl:34][CH2:11][C:9]1[CH:8]=[CH:7][C:5]2[O:6][C:2]([F:13])([F:1])[O:3][C:4]=2[CH:10]=1, predict the reactants needed to synthesize it. The reactants are: [F:1][C:2]1([F:13])[O:6][C:5]2[CH:7]=[CH:8][C:9]([CH2:11]O)=[CH:10][C:4]=2[O:3]1.C1(P(C2C=CC=CC=2)C2C=CC=CC=2)C=CC=CC=1.C(Cl)(Cl)(Cl)[Cl:34].